This data is from Forward reaction prediction with 1.9M reactions from USPTO patents (1976-2016). The task is: Predict the product of the given reaction. (1) Given the reactants [Cl:1][C:2]1[N:11]=[C:10]([NH:12][C:13]2[CH:18]=[CH:17][C:16]3[O:19][CH2:20][O:21][C:15]=3[CH:14]=2)[C:9]2[C:4](=[CH:5][CH:6]=[CH:7][CH:8]=2)[N:3]=1.[CH2:22]1OC2C=CC(N)=CC=2O1.ClC1N=C(Cl)C2C(=CC=CC=2)N=1, predict the reaction product. The product is: [Cl:1][C:2]1[N:11]=[C:10]([N:12]([C:13]2[CH:18]=[CH:17][C:16]3[O:19][CH2:20][O:21][C:15]=3[CH:14]=2)[CH3:22])[C:9]2[C:4](=[CH:5][CH:6]=[CH:7][CH:8]=2)[N:3]=1. (2) Given the reactants [CH3:1][O:2][C:3]1[CH:4]=[C:5]([CH:8]=[CH:9][CH:10]=1)[CH2:6]Br.[CH2:11]([O:13][C:14](=[O:42])[C:15]([O:34][C:35]1[CH:40]=[CH:39][CH:38]=[CH:37][C:36]=1[F:41])([CH3:33])[CH2:16][C:17]1[CH:22]=[CH:21][C:20]([O:23][CH2:24][CH2:25][CH:26]2[CH2:30][NH:29][C:28](=[O:31])[N:27]2[CH3:32])=[CH:19][CH:18]=1)[CH3:12].[H-].[Na+], predict the reaction product. The product is: [CH2:11]([O:13][C:14](=[O:42])[C:15]([O:34][C:35]1[CH:40]=[CH:39][CH:38]=[CH:37][C:36]=1[F:41])([CH3:33])[CH2:16][C:17]1[CH:22]=[CH:21][C:20]([O:23][CH2:24][CH2:25][CH:26]2[CH2:30][N:29]([CH2:6][C:5]3[CH:8]=[CH:9][CH:10]=[C:3]([O:2][CH3:1])[CH:4]=3)[C:28](=[O:31])[N:27]2[CH3:32])=[CH:19][CH:18]=1)[CH3:12]. (3) Given the reactants [Br:1][C:2]1[CH:7]=[CH:6][C:5]([N:8]2[CH2:12][CH2:11][CH:10]([C:13]([O:15][CH3:16])=[O:14])[CH2:9]2)=[C:4]([CH:17]=O)[CH:3]=1.C1(P(C2C=CC=CC=2)(C2C=CC=CC=2)=[C:26]([CH3:34])[C:27]([O:29][C:30]([CH3:33])([CH3:32])[CH3:31])=[O:28])C=CC=CC=1.O, predict the reaction product. The product is: [Br:1][C:2]1[CH:7]=[CH:6][C:5]([N:8]2[CH2:12][CH2:11][CH:10]([C:13]([O:15][CH3:16])=[O:14])[CH2:9]2)=[C:4](/[CH:17]=[C:26](\[CH3:34])/[C:27]([O:29][C:30]([CH3:33])([CH3:32])[CH3:31])=[O:28])[CH:3]=1. (4) The product is: [F:8][C:5]1[CH:6]=[CH:7][C:2]2[NH:1][C:18](=[O:19])[CH2:17][O:9][C:3]=2[CH:4]=1. Given the reactants [NH2:1][C:2]1[CH:7]=[CH:6][C:5]([F:8])=[CH:4][C:3]=1[OH:9].C([O-])([O-])=O.[K+].[K+].Cl[CH2:17][C:18](Cl)=[O:19], predict the reaction product. (5) Given the reactants [OH:1][C:2]1[C:11]2[C:6](=[CH:7][CH:8]=[CH:9][CH:10]=2)[C:5]([CH:12]=[O:13])=[CH:4][CH:3]=1.[C:14]([NH:21][CH2:22][CH2:23][CH2:24]Br)([O:16][C:17]([CH3:20])([CH3:19])[CH3:18])=[O:15].C(=O)([O-])[O-].[K+].[K+].O, predict the reaction product. The product is: [C:17]([O:16][C:14](=[O:15])[NH:21][CH2:22][CH2:23][CH2:24][O:1][C:2]1[C:11]2[C:6](=[CH:7][CH:8]=[CH:9][CH:10]=2)[C:5]([CH:12]=[O:13])=[CH:4][CH:3]=1)([CH3:20])([CH3:19])[CH3:18]. (6) Given the reactants [NH2:1][C:2]1[CH:3]=[C:4](CC([O-])=O)[CH:5]=[CH:6][CH:7]=1.[CH:12]([O:19][CH2:20][CH3:21])(OCC)OCC.[N-:22]=[N+:23]=[N-:24].[Na+].[C:26](=O)(O)[O-].[Na+].[OH2:31], predict the reaction product. The product is: [N:1]1([C:2]2[CH:3]=[C:4]([CH2:21][C:20]([O:19][CH3:12])=[O:31])[CH:5]=[CH:6][CH:7]=2)[CH:26]=[N:24][N:23]=[N:22]1. (7) Given the reactants [F:1][C@:2]1([C:14]([O:16]C)=[O:15])[CH2:6][CH2:5][N:4]([C:7]([O:9][C:10]([CH3:13])([CH3:12])[CH3:11])=[O:8])[CH2:3]1.[OH-].[Na+], predict the reaction product. The product is: [C:10]([O:9][C:7]([N:4]1[CH2:5][CH2:6][C@:2]([F:1])([C:14]([OH:16])=[O:15])[CH2:3]1)=[O:8])([CH3:13])([CH3:11])[CH3:12]. (8) Given the reactants [I:1][C:2]1[CH:3]=[C:4]2[C:8](=[CH:9][CH:10]=1)[NH:7][CH:6]=[C:5]2[C:11]([OH:13])=O.[CH2:26]1[CH2:27][CH2:28][CH:23]([N:22]=C=[N:22][CH:23]2[CH2:28][CH2:27][CH2:26][CH2:25][CH2:24]2)[CH2:24][CH2:25]1.[CH3:29][N:30]([CH:32]=[O:33])C, predict the reaction product. The product is: [CH3:24][C:25]1[C:26]([O:33][C:32]2[N:30]=[CH:29][C:6]([NH:7][C:11]([C:5]3[C:4]4[C:8](=[CH:9][CH:10]=[C:2]([I:1])[CH:3]=4)[NH:7][CH:6]=3)=[O:13])=[CH:5][CH:4]=2)=[CH:27][CH:28]=[CH:23][N:22]=1.